Dataset: Full USPTO retrosynthesis dataset with 1.9M reactions from patents (1976-2016). Task: Predict the reactants needed to synthesize the given product. (1) Given the product [CH3:36][C:22]1[N:21]=[C:20]([C:18]2[CH:17]=[CH:16][N:15]=[C:14]([C:12]3[CH:11]=[CH:10][N:9]=[C:8]([NH2:3])[CH:13]=3)[N:19]=2)[CH:25]=[C:24]([C:26]2[CH:27]=[CH:28][C:29]([C:32]([F:35])([F:33])[F:34])=[CH:30][CH:31]=2)[CH:23]=1, predict the reactants needed to synthesize it. The reactants are: CC1[N:3]([C:8]2[CH:13]=[C:12]([C:14]3[N:19]=[C:18]([C:20]4[CH:25]=[C:24]([C:26]5[CH:31]=[CH:30][C:29]([C:32]([F:35])([F:34])[F:33])=[CH:28][CH:27]=5)[CH:23]=[C:22]([CH3:36])[N:21]=4)[CH:17]=[CH:16][N:15]=3)[CH:11]=[CH:10][N:9]=2)C(C)=CC=1.Cl.NO. (2) The reactants are: N[C:2]1[C:11]([O:12][CH3:13])=[C:10]([O:14][CH3:15])[C:9]([O:16][CH3:17])=[CH:8][C:3]=1[C:4]([O:6]C)=[O:5].[ClH:18].O1CCOCC1.N([O-])=O.[Na+]. Given the product [Cl:18][C:2]1[C:11]([O:12][CH3:13])=[C:10]([O:14][CH3:15])[C:9]([O:16][CH3:17])=[CH:8][C:3]=1[C:4]([OH:6])=[O:5], predict the reactants needed to synthesize it. (3) The reactants are: Br[C:2]1[CH:11]=[C:10]([F:12])[CH:9]=[CH:8][C:3]=1[C:4]([O:6][CH3:7])=[O:5].[CH2:13]([Sn](CCCC)(CCCC)CCCC)[CH:14]=[CH2:15].[Cl-].[Li+]. Given the product [CH2:15]([C:2]1[CH:11]=[C:10]([F:12])[CH:9]=[CH:8][C:3]=1[C:4]([O:6][CH3:7])=[O:5])[CH:14]=[CH2:13], predict the reactants needed to synthesize it. (4) Given the product [OH:1][C:2]1[CH:3]=[C:4]([CH:7]=[CH:8][C:9]=1[O:14][CH2:11][CH2:3][CH2:2][CH2:9][CH3:8])[CH:5]=[O:6], predict the reactants needed to synthesize it. The reactants are: [OH:1][C:2]1[CH:3]=[C:4]([CH:7]=[CH:8][C:9]=1O)[CH:5]=[O:6].[C:11](=[O:14])([O-])[O-].[Cs+].[Cs+]. (5) Given the product [CH3:18][Si:17]([C:15]#[C:16][C:2]1[CH:3]=[N:4][CH:5]=[CH:6][CH:7]=1)([CH3:20])[CH3:19], predict the reactants needed to synthesize it. The reactants are: Br[C:2]1[CH:3]=[N:4][CH:5]=[CH:6][CH:7]=1.C(N(CC)CC)C.[C:15]([Si:17]([CH3:20])([CH3:19])[CH3:18])#[CH:16].O.